Predict the product of the given reaction. From a dataset of Forward reaction prediction with 1.9M reactions from USPTO patents (1976-2016). (1) Given the reactants Br[C:2]1[CH:7]=[CH:6][CH:5]=[C:4]([S:8]([CH3:11])(=[O:10])=[O:9])[CH:3]=1.[NH:12]1[CH2:17][CH2:16][NH:15][CH2:14][CH2:13]1.CC(C)([O-])C.[Na+], predict the reaction product. The product is: [CH3:11][S:8]([C:4]1[CH:3]=[C:2]([N:12]2[CH2:17][CH2:16][NH:15][CH2:14][CH2:13]2)[CH:7]=[CH:6][CH:5]=1)(=[O:10])=[O:9]. (2) Given the reactants C[NH:2][C:3]([C:5]1[CH:10]=[C:9]([O:11][C:12]2[CH:17]=[CH:16][C:15]([NH2:18])=[CH:14][CH:13]=2)[CH:8]=[CH:7][N:6]=1)=O.NC1C=C[C:23]([OH:26])=CC=1.ClC1C=CN=C(C#N)C=1.CNC(C1C=C(Cl)C=CN=1)=O, predict the reaction product. The product is: [NH2:18][C:15]1[CH:16]=[CH:17][C:12]([O:11][C:9]2[CH:8]=[CH:7][N:6]=[C:5]([C:3]#[N:2])[CH:10]=2)=[C:13]([O:26][CH3:23])[CH:14]=1. (3) Given the reactants [Cl:1][C:2]1[N:7]=[N:6][C:5]([NH:8][NH:9][C:10](=O)[CH2:11][C:12]2[CH:13]=[C:14]3[C:19](=[CH:20][CH:21]=2)[N:18]=[CH:17][CH:16]=[CH:15]3)=[CH:4][CH:3]=1, predict the reaction product. The product is: [Cl:1][C:2]1[CH:3]=[CH:4][C:5]2[N:6]([C:10]([CH2:11][C:12]3[CH:13]=[C:14]4[C:19](=[CH:20][CH:21]=3)[N:18]=[CH:17][CH:16]=[CH:15]4)=[N:9][N:8]=2)[N:7]=1. (4) Given the reactants [Cl:1][C:2]1[C:3]([CH:32]=O)=[C:4]([O:27][C:28]([F:31])([F:30])[F:29])[CH:5]=[C:6]2[C:11]=1[NH:10][C:9](=[O:12])[N:8]([CH2:13][C:14]1[CH:19]=[C:18]([Cl:20])[CH:17]=[CH:16][C:15]=1[S:21]([CH2:24][CH3:25])(=[O:23])=[O:22])[C:7]2=[O:26].C(O[C:39](=O)[N:40](C)[CH2:41][C@H:42]1[CH2:46][CH2:45][CH2:44][NH:43]1)(C)(C)C, predict the reaction product. The product is: [Cl:1][C:2]1[C:3]([CH2:32][N:43]2[CH2:44][CH2:45][CH2:46][C@@H:42]2[CH2:41][NH:40][CH3:39])=[C:4]([O:27][C:28]([F:31])([F:30])[F:29])[CH:5]=[C:6]2[C:11]=1[NH:10][C:9](=[O:12])[N:8]([CH2:13][C:14]1[CH:19]=[C:18]([Cl:20])[CH:17]=[CH:16][C:15]=1[S:21]([CH2:24][CH3:25])(=[O:23])=[O:22])[C:7]2=[O:26].